Predict the reactants needed to synthesize the given product. From a dataset of Full USPTO retrosynthesis dataset with 1.9M reactions from patents (1976-2016). (1) Given the product [Br:1][C:2]1[N:14]=[C:5]2[CH:6]=[CH:7][C:8]([CH2:10][OH:11])=[CH:9][N:4]2[N:3]=1, predict the reactants needed to synthesize it. The reactants are: [Br:1][C:2]1[N:14]=[C:5]2[CH:6]=[CH:7][C:8]([C:10](OC)=[O:11])=[CH:9][N:4]2[N:3]=1.CC(C[AlH]CC(C)C)C. (2) Given the product [Cl:1][C:2]1[CH:21]=[C:20]([OH:22])[CH:19]=[C:18]([Cl:24])[C:3]=1[CH2:4][CH:5]1[CH2:9][CH2:8][N:7]([C@@H:10]2[CH2:15][CH2:14][CH2:13][CH2:12][C@@H:11]2[CH3:16])[C:6]1=[O:17], predict the reactants needed to synthesize it. The reactants are: [Cl:1][C:2]1[CH:21]=[C:20]([O:22]C)[CH:19]=[C:18]([Cl:24])[C:3]=1[CH2:4][CH:5]1[CH2:9][CH2:8][N:7]([C@@H:10]2[CH2:15][CH2:14][CH2:13][CH2:12][C@@H:11]2[CH3:16])[C:6]1=[O:17].B(Br)(Br)Br.O. (3) Given the product [C:1]1([NH:7][C:8]([C:10]2[C:14]([C:15]3[CH:20]=[CH:19][CH:18]=[CH:17][CH:16]=3)=[C:13]([C:21]3[CH:22]=[CH:23][C:24]([F:27])=[CH:25][CH:26]=3)[N:12]([CH2:28][CH2:29][C@@H:30]3[CH2:35][C@@H:34]([OH:41])[CH2:33][C:32](=[O:36])[O:31]3)[C:11]=2[CH:37]([CH3:39])[CH3:38])=[O:9])[CH:6]=[CH:5][CH:4]=[CH:3][CH:2]=1, predict the reactants needed to synthesize it. The reactants are: [C:1]1([NH:7][C:8]([C:10]2[C:14]([C:15]3[CH:20]=[CH:19][CH:18]=[CH:17][CH:16]=3)=[C:13]([C:21]3[CH:26]=[CH:25][C:24]([F:27])=[CH:23][CH:22]=3)[N:12]([CH2:28][CH2:29][C@@H:30]3[CH2:35][CH:34]=[CH:33][C:32](=[O:36])[O:31]3)[C:11]=2[CH:37]([CH3:39])[CH3:38])=[O:9])[CH:6]=[CH:5][CH:4]=[CH:3][CH:2]=1.[Li+].[OH-:41].